This data is from Catalyst prediction with 721,799 reactions and 888 catalyst types from USPTO. The task is: Predict which catalyst facilitates the given reaction. (1) Reactant: C(NC(C)C)(C)C.C([Li])CCC.[Br:13][C:14]1[CH:15]=[C:16]2[C:21](=[CH:22][C:23]=1[O:24][CH3:25])[O:20][CH2:19][CH2:18][C:17]2=[O:26].[C:27](OCC)(=[O:33])[C:28]([O:30][CH2:31][CH3:32])=[O:29]. Product: [CH2:31]([O:30][C:28](=[O:29])[C:27](=[C:18]1[C:17](=[O:26])[C:16]2[C:21](=[CH:22][C:23]([O:24][CH3:25])=[C:14]([Br:13])[CH:15]=2)[O:20][CH2:19]1)[OH:33])[CH3:32]. The catalyst class is: 1. (2) Reactant: C([Si](C)(C)[O:6][CH2:7][CH2:8][N:9]([CH2:36][CH3:37])[CH2:10][CH2:11][CH2:12][CH2:13][O:14][C:15]1[CH:35]=[CH:34][C:18]2[C:19]([C:22]3[CH:27]=[CH:26][C:25]([N:28]4[CH2:33][CH2:32][CH2:31][CH2:30][CH2:29]4)=[CH:24][CH:23]=3)=[N:20][S:21][C:17]=2[CH:16]=1)(C)(C)C.CCCC[N+](CCCC)(CCCC)CCCC.[F-]. Product: [CH2:36]([N:9]([CH2:10][CH2:11][CH2:12][CH2:13][O:14][C:15]1[CH:35]=[CH:34][C:18]2[C:19]([C:22]3[CH:23]=[CH:24][C:25]([N:28]4[CH2:33][CH2:32][CH2:31][CH2:30][CH2:29]4)=[CH:26][CH:27]=3)=[N:20][S:21][C:17]=2[CH:16]=1)[CH2:8][CH2:7][OH:6])[CH3:37]. The catalyst class is: 1. (3) Reactant: [NH2:1][C:2]1[C:11]([Cl:12])=[CH:10][C:5]([C:6]([O:8][CH3:9])=[O:7])=[C:4]([O:13][CH3:14])[CH:3]=1.[C:15](OC(=O)C)(=[O:17])[CH3:16]. Product: [C:15]([NH:1][C:2]1[C:11]([Cl:12])=[CH:10][C:5]([C:6]([O:8][CH3:9])=[O:7])=[C:4]([O:13][CH3:14])[CH:3]=1)(=[O:17])[CH3:16]. The catalyst class is: 52. (4) Reactant: [N:1]1[CH:6]=[CH:5][CH:4]=[CH:3][C:2]=1[NH:7][C:8]1[CH:13]=[CH:12][C:11]([OH:14])=[CH:10][CH:9]=1.Cl[C:16]1[C:17]([C:22]([O:24][CH3:25])=[O:23])=[N:18][CH:19]=[CH:20][N:21]=1.C(=O)([O-])[O-].[Cs+].[Cs+].CS(C)=O. Product: [N:1]1[CH:6]=[CH:5][CH:4]=[CH:3][C:2]=1[NH:7][C:8]1[CH:13]=[CH:12][C:11]([O:14][C:16]2[C:17]([C:22]([O:24][CH3:25])=[O:23])=[N:18][CH:19]=[CH:20][N:21]=2)=[CH:10][CH:9]=1. The catalyst class is: 6. (5) Product: [C:1]([O:5][C:6]([NH:8][C@@H:9]1[CH2:14][CH2:13][CH2:12][N:11]([C:26]([S:27][CH3:28])=[C:18]([C:16]#[N:17])[C:19]([O:21][C:22]([CH3:23])([CH3:24])[CH3:25])=[O:20])[CH2:10]1)=[O:7])([CH3:2])([CH3:3])[CH3:4]. The catalyst class is: 11. Reactant: [C:1]([O:5][C:6]([NH:8][C@:9]1(C)[CH2:14][CH2:13][CH2:12][NH:11][CH2:10]1)=[O:7])([CH3:4])([CH3:3])[CH3:2].[C:16]([C:18](=[C:26](SC)[S:27][CH3:28])[C:19]([O:21][C:22]([CH3:25])([CH3:24])[CH3:23])=[O:20])#[N:17]. (6) Reactant: [C:1]([CH2:4][CH2:5][O:6][C:7]1[CH:14]=[CH:13][C:10]([CH:11]=[O:12])=[C:9]([CH3:15])[CH:8]=1)([OH:3])=[O:2].C(=O)([O-])[O-].[K+].[K+].[CH2:22](Br)[C:23]1[CH:28]=[CH:27][CH:26]=[CH:25][CH:24]=1.O. Product: [CH2:22]([O:2][C:1]([CH2:4][CH2:5][O:6][C:7]1[CH:14]=[CH:13][C:10]([CH:11]=[O:12])=[C:9]([CH3:15])[CH:8]=1)=[O:3])[C:23]1[CH:28]=[CH:27][CH:26]=[CH:25][CH:24]=1. The catalyst class is: 9. (7) Reactant: [I:1][C:2]1[C:10]2[C:5](=[N:6][CH:7]=[C:8]([C:11]3[CH:12]=[C:13]([CH:18]=[CH:19][CH:20]=3)[C:14]([O:16]C)=[O:15])[CH:9]=2)[NH:4][N:3]=1.[H-].[Na+].[CH3:23][Si:24]([CH2:27][CH2:28][O:29][CH2:30]Cl)([CH3:26])[CH3:25]. Product: [I:1][C:2]1[C:10]2[C:5](=[N:6][CH:7]=[C:8]([C:11]3[CH:12]=[C:13]([CH:18]=[CH:19][CH:20]=3)[C:14]([OH:16])=[O:15])[CH:9]=2)[N:4]([CH2:30][O:29][CH2:28][CH2:27][Si:24]([CH3:26])([CH3:25])[CH3:23])[N:3]=1. The catalyst class is: 3. (8) Reactant: [C:1]([O:5][C:6]([N:8]1[CH2:12][C@H:11]([F:13])[CH2:10][C@H:9]1[C:14]([OH:16])=O)=[O:7])([CH3:4])([CH3:3])[CH3:2].CCN(C(C)C)C(C)C.CN(C(ON1N=NC2C=CC=NC1=2)=[N+](C)C)C.F[P-](F)(F)(F)(F)F.[F:50][C:51]1[N:56]=[C:55]([CH2:57][NH2:58])[CH:54]=[C:53]([C:59]2[CH:64]=[CH:63][C:62]([C:65]([F:68])([F:67])[F:66])=[CH:61][N:60]=2)[CH:52]=1. Product: [F:13][C@H:11]1[CH2:12][N:8]([C:6]([O:5][C:1]([CH3:2])([CH3:3])[CH3:4])=[O:7])[C@H:9]([C:14](=[O:16])[NH:58][CH2:57][C:55]2[CH:54]=[C:53]([C:59]3[CH:64]=[CH:63][C:62]([C:65]([F:66])([F:68])[F:67])=[CH:61][N:60]=3)[CH:52]=[C:51]([F:50])[N:56]=2)[CH2:10]1. The catalyst class is: 42.